The task is: Predict the reactants needed to synthesize the given product.. This data is from Retrosynthesis with 50K atom-mapped reactions and 10 reaction types from USPTO. (1) Given the product Cc1ccc(O)c(C(=O)NO)c1, predict the reactants needed to synthesize it. The reactants are: COC(=O)c1cc(C)ccc1O.NO. (2) The reactants are: CC(Br)c1ccc(F)cc1.O=C(Cc1ccc(C(F)(F)F)c(F)c1)Nc1cccc2c1CCNC2. Given the product CC(c1ccc(F)cc1)N1CCc2c(cccc2NC(=O)Cc2ccc(C(F)(F)F)c(F)c2)C1, predict the reactants needed to synthesize it. (3) The reactants are: CC(C)Oc1ccc(-c2noc(-c3ccc4[nH]ccc4c3)n2)cc1Cl.COC(=O)C1CCC(Br)C1. Given the product COC(=O)C1CCC(n2ccc3cc(-c4nc(-c5ccc(OC(C)C)c(Cl)c5)no4)ccc32)C1, predict the reactants needed to synthesize it. (4) Given the product CCCCCOc1cc(C(=O)N2CCOCC2)ccc1OC, predict the reactants needed to synthesize it. The reactants are: C1COCCN1.CCCCCOc1cc(C(=O)O)ccc1OC.